Dataset: Forward reaction prediction with 1.9M reactions from USPTO patents (1976-2016). Task: Predict the product of the given reaction. The product is: [C:1]([O:5][C:6]([NH:8][CH2:9][CH2:10][C:11]([O:13][CH2:15][C:16]([C:18]1[CH:23]=[CH:22][CH:21]=[CH:20][C:19]=1[O:24][CH3:25])=[O:17])=[O:12])=[O:7])([CH3:4])([CH3:2])[CH3:3]. Given the reactants [C:1]([O:5][C:6]([NH:8][CH2:9][CH2:10][C:11]([OH:13])=[O:12])=[O:7])([CH3:4])([CH3:3])[CH3:2].Br[CH2:15][C:16]([C:18]1[CH:23]=[CH:22][CH:21]=[CH:20][C:19]=1[O:24][CH3:25])=[O:17], predict the reaction product.